The task is: Predict the reaction yield, written as a fraction of the theoretical maximum amount of product (1.0 means a 100% yield; for example, 0.34 means a 34% yield).. This data is from Reaction yield outcomes from USPTO patents with 853,638 reactions. The reactants are [NH:1]1[CH2:6][CH2:5][O:4][CH2:3][C@H:2]1[CH2:7][OH:8].[Cl:9][CH2:10][CH:11]1[CH2:13]O1. No catalyst specified. The product is [Cl:9][CH2:10][CH:11]1[O:8][CH2:7][CH:2]2[CH2:3][O:4][CH2:5][CH2:6][N:1]2[CH2:13]1. The yield is 0.350.